The task is: Predict the reactants needed to synthesize the given product.. This data is from Full USPTO retrosynthesis dataset with 1.9M reactions from patents (1976-2016). (1) Given the product [C:1]([C:3]1[C:4]([N:18]2[CH2:23][CH2:22][CH:21]([C:24]([NH:39][S:36]([CH2:35][C:29]3[CH:30]=[CH:31][C:32]([Cl:34])=[CH:33][C:28]=3[Cl:27])(=[O:37])=[O:38])=[O:26])[CH2:20][CH2:19]2)=[N:5][C:6]([C:14]([F:15])([F:16])[F:17])=[C:7]([CH:8]=1)[C:9]([O:11][CH2:12][CH3:13])=[O:10])#[N:2], predict the reactants needed to synthesize it. The reactants are: [C:1]([C:3]1[C:4]([N:18]2[CH2:23][CH2:22][CH:21]([C:24]([OH:26])=O)[CH2:20][CH2:19]2)=[N:5][C:6]([C:14]([F:17])([F:16])[F:15])=[C:7]([C:9]([O:11][CH2:12][CH3:13])=[O:10])[CH:8]=1)#[N:2].[Cl:27][C:28]1[CH:33]=[C:32]([Cl:34])[CH:31]=[CH:30][C:29]=1[CH2:35][S:36]([NH2:39])(=[O:38])=[O:37]. (2) Given the product [CH:19]1[C:27]2[C:26]3[CH:28]=[CH:29][CH:30]=[CH:31][C:25]=3[O:24][C:23]=2[C:22]([C:32]2[CH:33]=[C:34]([N:38]([C:39]3[C:40]([CH3:46])=[CH:41][CH:42]=[CH:43][C:44]=3[CH3:45])[C:2]3[C:15]4=[C:16]5[C:17]6[C:12]([CH:13]=[CH:14]4)=[CH:11][CH:10]=[C:9]([N:38]([C:34]4[CH:35]=[CH:36][CH:37]=[C:32]([C:51]7[C:48]8[O:50][C:21]9[CH:20]=[CH:19][CH:27]=[CH:23][C:22]=9[C:49]=8[CH:40]=[CH:39][CH:44]=7)[CH:33]=4)[C:65]4[C:26]([CH3:28])=[CH:25][CH:31]=[CH:64][C:62]=4[CH3:63])[C:8]=6[CH:7]=[CH:6][C:5]5=[CH:4][CH:3]=3)[CH:35]=[CH:36][CH:37]=2)=[CH:21][CH:20]=1, predict the reactants needed to synthesize it. The reactants are: Br[C:2]1[C:15]2[C:16]3=[C:17]4[C:12](=[CH:13][CH:14]=2)[CH:11]=[CH:10][C:9](Br)=[C:8]4[CH:7]=[CH:6][C:5]3=[CH:4][CH:3]=1.[CH:19]1[C:27]2[C:26]3[CH:28]=[CH:29][CH:30]=[CH:31][C:25]=3[O:24][C:23]=2[C:22]([C:32]2[CH:33]=[C:34]([NH:38][C:39]3[C:44]([CH3:45])=[CH:43][CH:42]=[CH:41][C:40]=3[CH3:46])[CH:35]=[CH:36][CH:37]=2)=[CH:21][CH:20]=1.C[C:48]([CH3:51])([O-:50])[CH3:49].[Na+].[C:62](P([C:62]([CH3:65])([CH3:64])[CH3:63])[C:62]([CH3:65])([CH3:64])[CH3:63])([CH3:65])([CH3:64])[CH3:63].